From a dataset of Forward reaction prediction with 1.9M reactions from USPTO patents (1976-2016). Predict the product of the given reaction. (1) Given the reactants [C:1]([C:3]1[O:7][C:6]([S:8]([NH:11][C:12]2[CH:17]=[C:16]([O:18][C@H:19]([CH3:41])[CH2:20][O:21]C(C3C=CC=CC=3)(C3C=CC=CC=3)C3C=CC=CC=3)[N:15]=[C:14]([S:42][CH2:43][C:44]3[CH:49]=[CH:48][CH:47]=[C:46]([F:50])[C:45]=3[F:51])[N:13]=2)(=[O:10])=[O:9])=[CH:5][CH:4]=1)#[N:2].O.C1(C)C=CC(S(O)(=O)=O)=CC=1.C1(OC)C=CC=CC=1.O, predict the reaction product. The product is: [C:1]([C:3]1[O:7][C:6]([S:8]([NH:11][C:12]2[CH:17]=[C:16]([O:18][C@H:19]([CH3:41])[CH2:20][OH:21])[N:15]=[C:14]([S:42][CH2:43][C:44]3[CH:49]=[CH:48][CH:47]=[C:46]([F:50])[C:45]=3[F:51])[N:13]=2)(=[O:10])=[O:9])=[CH:5][CH:4]=1)#[N:2]. (2) Given the reactants [C:1]1([NH:7][C:8](=[O:28])[C:9]([OH:27])([C:23]([F:26])([F:25])[F:24])[CH2:10][C:11]([C:14]2[CH:19]=[C:18]([F:20])[CH:17]=[CH:16][C:15]=2[O:21]C)([CH3:13])[CH3:12])[CH:6]=[CH:5][CH:4]=[CH:3][CH:2]=1.B(Br)(Br)Br, predict the reaction product. The product is: [C:1]1([NH:7][C:8](=[O:28])[C:9]([OH:27])([C:23]([F:25])([F:26])[F:24])[CH2:10][C:11]([C:14]2[CH:19]=[C:18]([F:20])[CH:17]=[CH:16][C:15]=2[OH:21])([CH3:13])[CH3:12])[CH:2]=[CH:3][CH:4]=[CH:5][CH:6]=1. (3) Given the reactants C(N1C=CN=C1)(N1C=CN=C1)=O.[OH:13][C:14]1[CH:22]=[CH:21][C:17]([C:18]([OH:20])=O)=[CH:16][CH:15]=1.[Cl:23][C:24]1[C:29]([Cl:30])=[CH:28][CH:27]=[CH:26][C:25]=1[N:31]1[CH2:36][CH2:35][N:34]([CH2:37][CH:38]=[CH:39][CH2:40][NH2:41])[CH2:33][CH2:32]1, predict the reaction product. The product is: [Cl:23][C:24]1[C:29]([Cl:30])=[CH:28][CH:27]=[CH:26][C:25]=1[N:31]1[CH2:32][CH2:33][N:34]([CH2:37][CH:38]=[CH:39][CH2:40][NH:41][C:18](=[O:20])[C:17]2[CH:16]=[CH:15][C:14]([OH:13])=[CH:22][CH:21]=2)[CH2:35][CH2:36]1. (4) Given the reactants [NH2:1][C:2]1[CH:11]=[CH:10][CH:9]=[C:8]2[C:3]=1[C:4](=[O:21])[N:5]([CH:13]1[CH2:18][CH2:17][C:16](=[O:19])[NH:15][C:14]1=[O:20])[C:6]([CH3:12])=[N:7]2.[CH3:22][O:23][CH2:24][C:25](Cl)=[O:26], predict the reaction product. The product is: [O:20]=[C:14]1[CH:13]([N:5]2[C:4](=[O:21])[C:3]3[C:8](=[CH:9][CH:10]=[CH:11][C:2]=3[NH:1][C:25](=[O:26])[CH2:24][O:23][CH3:22])[N:7]=[C:6]2[CH3:12])[CH2:18][CH2:17][C:16](=[O:19])[NH:15]1.